Dataset: Reaction yield outcomes from USPTO patents with 853,638 reactions. Task: Predict the reaction yield, written as a fraction of the theoretical maximum amount of product (1.0 means a 100% yield; for example, 0.34 means a 34% yield). (1) The reactants are C(=O)([O-])[O-].[K+].[K+].[CH3:7][O:8][C:9]1[CH:10]=[C:11]([C:18]2[CH2:23][NH:22][CH2:21][CH2:20][CH:19]=2)[CH:12]=[CH:13][C:14]=1[N+:15]([O-:17])=[O:16].I[CH:25]([CH3:27])[CH3:26]. The catalyst is C(#N)C. The product is [CH3:26][CH:25]([N:22]1[CH2:23][C:18]([C:11]2[CH:12]=[CH:13][C:14]([N+:15]([O-:17])=[O:16])=[C:9]([O:8][CH3:7])[CH:10]=2)=[CH:19][CH2:20][CH2:21]1)[CH3:27]. The yield is 0.800. (2) The reactants are [C:1]([O:5][C:6]([N:8]1[CH2:13][CH2:12][N:11]([C:14]([O:16][C:17]([CH3:20])([CH3:19])[CH3:18])=[O:15])[CH2:10][CH:9]1[C:21]([OH:23])=O)=[O:7])([CH3:4])([CH3:3])[CH3:2].[F:24][C:25]1[CH:26]=[CH:27][C:28]([NH:31][NH2:32])=[N:29][CH:30]=1.CCN(CC)CC.C1C=CC2N(O)N=NC=2C=1.O.C(Cl)CCl. The catalyst is C(Cl)Cl. The product is [C:1]([O:5][C:6]([N:8]1[CH2:13][CH2:12][N:11]([C:14]([O:16][C:17]([CH3:18])([CH3:20])[CH3:19])=[O:15])[CH2:10][CH:9]1[C:21]([NH:32][NH:31][C:28]1[CH:27]=[CH:26][C:25]([F:24])=[CH:30][N:29]=1)=[O:23])=[O:7])([CH3:4])([CH3:2])[CH3:3]. The yield is 0.630. (3) The reactants are [OH:1][C@@H:2]([CH2:18][N:19]([C:24]1[CH:29]=[CH:28][C:27]([O:30][CH2:31][CH2:32][CH2:33][C:34]#[N:35])=[CH:26][CH:25]=1)[CH2:20][CH:21]([CH3:23])[CH3:22])[CH2:3][O:4][C:5]1[C:17]2[C:16]3[C:11](=[CH:12][CH:13]=[CH:14][CH:15]=3)[NH:10][C:9]=2[CH:8]=[CH:7][CH:6]=1.C(=O)([O-])[O-:37].[K+].[K+].OO. The catalyst is CS(C)=O. The product is [OH:1][C@@H:2]([CH2:18][N:19]([C:24]1[CH:25]=[CH:26][C:27]([O:30][CH2:31][CH2:32][CH2:33][C:34](=[O:37])[NH2:35])=[CH:28][CH:29]=1)[CH2:20][CH:21]([CH3:22])[CH3:23])[CH2:3][O:4][C:5]1[C:17]2[C:16]3[C:11](=[CH:12][CH:13]=[CH:14][CH:15]=3)[NH:10][C:9]=2[CH:8]=[CH:7][CH:6]=1. The yield is 0.890.